This data is from Catalyst prediction with 721,799 reactions and 888 catalyst types from USPTO. The task is: Predict which catalyst facilitates the given reaction. (1) Reactant: Cl[C:2]1[N:7]([CH3:8])[C:6](=[O:9])[CH:5]=[CH:4][CH:3]=1.[Br-].[CH2:11]([Zn+])[C:12]1[CH:17]=[CH:16][CH:15]=[CH:14][CH:13]=1. Product: [CH2:11]([C:2]1[N:7]([CH3:8])[C:6](=[O:9])[CH:5]=[CH:4][CH:3]=1)[C:12]1[CH:17]=[CH:16][CH:15]=[CH:14][CH:13]=1. The catalyst class is: 516. (2) Reactant: [C:1]([O:5][C:6](=[O:20])[C:7]([CH3:19])([S:9][C:10]1[CH:18]=[CH:17][C:13]([C:14]([OH:16])=[O:15])=[CH:12][CH:11]=1)[CH3:8])([CH3:4])([CH3:3])[CH3:2].[CH3:21][C:22]1[CH:35]=[CH:34][C:25]([CH2:26][N:27]2[CH:31]=[C:30]([CH2:32]O)[N:29]=[N:28]2)=[CH:24][CH:23]=1.C1(N=C=NC2CCCCC2)CCCCC1. Product: [C:1]([O:5][C:6](=[O:20])[C:7]([CH3:8])([S:9][C:10]1[CH:11]=[CH:12][C:13]([C:14]([O:16][CH2:32][C:30]2[N:29]=[N:28][N:27]([CH2:26][C:25]3[CH:34]=[CH:35][C:22]([CH3:21])=[CH:23][CH:24]=3)[CH:31]=2)=[O:15])=[CH:17][CH:18]=1)[CH3:19])([CH3:2])([CH3:3])[CH3:4]. The catalyst class is: 119. (3) Reactant: [O:1]=[C:2]1[C:10]2[NH:9][CH:8]=[C:7]([C:11]([O:13][CH3:14])=[O:12])[C:6]=2[CH2:5][CH2:4][CH2:3]1.[CH3:15]N(C=O)C.CI. The catalyst class is: 6. Product: [CH3:15][N:9]1[C:10]2[C:2](=[O:1])[CH2:3][CH2:4][CH2:5][C:6]=2[C:7]([C:11]([O:13][CH3:14])=[O:12])=[CH:8]1. (4) Reactant: [I:1][C:2]1[CH:7]=[C:6]([N+:8]([O-:10])=[O:9])[CH:5]=[C:4]([O:11]C)[CH:3]=1. Product: [I:1][C:2]1[CH:3]=[C:4]([OH:11])[CH:5]=[C:6]([N+:8]([O-:10])=[O:9])[CH:7]=1. The catalyst class is: 34. (5) Reactant: [CH3:1][N:2]1[C:7]2[N:8]=[C:9]([N:13]3[CH2:18][CH2:17][NH:16][CH2:15][CH2:14]3)[NH:10][C:11](=[O:12])[C:6]=2[CH2:5][CH2:4][CH2:3]1.FC(F)(F)C(O)=O.[Cl:26][C:27]1[C:28]([CH:33]=O)=[N:29][CH:30]=[CH:31][CH:32]=1.C([BH3-])#N.[Na+]. Product: [Cl:26][C:27]1[C:28]([CH2:33][N:16]2[CH2:17][CH2:18][N:13]([C:9]3[NH:10][C:11](=[O:12])[C:6]4[CH2:5][CH2:4][CH2:3][N:2]([CH3:1])[C:7]=4[N:8]=3)[CH2:14][CH2:15]2)=[N:29][CH:30]=[CH:31][CH:32]=1. The catalyst class is: 479.